This data is from Catalyst prediction with 721,799 reactions and 888 catalyst types from USPTO. The task is: Predict which catalyst facilitates the given reaction. (1) Reactant: [OH-].[K+].[OH:3][C@@H:4]([C:11]1[CH:16]=[CH:15][CH:14]=[CH:13][CH:12]=1)[C:5](=[CH2:10])[C:6]([O:8]C)=[O:7]. Product: [OH:3][C@@H:4]([C:11]1[CH:16]=[CH:15][CH:14]=[CH:13][CH:12]=1)[C:5](=[CH2:10])[C:6]([OH:8])=[O:7]. The catalyst class is: 72. (2) The catalyst class is: 46. Reactant: [C:1]([CH:3]1[NH:8][CH2:7][CH2:6][N:5]([C:9]([O:11][C:12]([CH3:15])([CH3:14])[CH3:13])=[O:10])[CH2:4]1)#[N:2].[OH:16][CH2:17][CH2:18][O:19][CH2:20][CH:21]=O.C(O)=O.C([BH3-])#N.[Na+]. Product: [C:1]([CH:3]1[N:8]([CH2:21][CH2:20][O:19][CH2:18][CH2:17][OH:16])[CH2:7][CH2:6][N:5]([C:9]([O:11][C:12]([CH3:15])([CH3:14])[CH3:13])=[O:10])[CH2:4]1)#[N:2]. (3) Reactant: Br[C:2]1[S:6][N:5]=[CH:4][C:3]=1[N+:7]([O-:9])=[O:8].[CH3:10][C@H:11]1[CH2:16][NH:15][CH2:14][C@@H:13]([NH:17][C:18](=[O:24])[O:19][C:20]([CH3:23])([CH3:22])[CH3:21])[CH2:12]1.CCN(C(C)C)C(C)C. Product: [CH3:10][C@H:11]1[CH2:16][N:15]([C:2]2[S:6][N:5]=[CH:4][C:3]=2[N+:7]([O-:9])=[O:8])[CH2:14][C@@H:13]([NH:17][C:18](=[O:24])[O:19][C:20]([CH3:23])([CH3:22])[CH3:21])[CH2:12]1. The catalyst class is: 41. (4) Reactant: [C:1]1([Mg]Br)[CH:6]=[CH:5][CH:4]=[CH:3][CH:2]=1.[NH2:9][C:10]1[C:17]([Cl:18])=[CH:16][CH:15]=[CH:14][C:11]=1[C:12]#[N:13].[C:19](Cl)(=O)[O:20]C.Cl.C(=O)(O)[O-].[Na+]. Product: [Cl:18][C:17]1[CH:16]=[CH:15][CH:14]=[C:11]2[C:10]=1[NH:9][C:19](=[O:20])[N:13]=[C:12]2[C:1]1[CH:6]=[CH:5][CH:4]=[CH:3][CH:2]=1. The catalyst class is: 680. (5) The catalyst class is: 11. Product: [CH3:14][O:13][C:12]1[C:6]2[O:5][C:4]([C:1]3([CH3:2])[O:20][CH2:19][CH2:18][O:3]3)=[CH:8][C:7]=2[C:9]([N+:15]([O-:17])=[O:16])=[CH:10][CH:11]=1. Reactant: [C:1]([C:4]1[O:5][C:6]2[C:12]([O:13][CH3:14])=[CH:11][CH:10]=[C:9]([N+:15]([O-:17])=[O:16])[C:7]=2[CH:8]=1)(=[O:3])[CH3:2].[CH2:18](O)[CH2:19][OH:20].C1(C)C=CC(S(O)(=O)=O)=CC=1.